Dataset: Full USPTO retrosynthesis dataset with 1.9M reactions from patents (1976-2016). Task: Predict the reactants needed to synthesize the given product. (1) Given the product [OH:30][CH2:29][CH2:28][N:21]1[C:22]2[C:27](=[CH:26][CH:25]=[CH:24][CH:23]=2)[C:19]([CH:16]2[CH2:15][CH2:14][N:13]([CH2:12][CH2:11][O:10][C:5]3[CH:6]=[CH:7][CH:8]=[CH:9][C:4]=3[C:3]([OH:37])=[O:2])[CH2:18][CH2:17]2)=[CH:20]1, predict the reactants needed to synthesize it. The reactants are: C[O:2][C:3](=[O:37])[C:4]1[CH:9]=[CH:8][CH:7]=[CH:6][C:5]=1[O:10][CH2:11][CH2:12][N:13]1[CH2:18][CH2:17][CH:16]([C:19]2[C:27]3[C:22](=[CH:23][CH:24]=[CH:25][CH:26]=3)[N:21]([CH2:28][CH2:29][O:30]C3CCCCO3)[CH:20]=2)[CH2:15][CH2:14]1.Cl. (2) Given the product [C:1]([C:5]1[CH:6]=[CH:7][C:8]([O:11][C:15](=[O:16])[CH:14]=[C:13]([CH3:18])[CH3:12])=[CH:9][CH:10]=1)([CH3:4])([CH3:2])[CH3:3], predict the reactants needed to synthesize it. The reactants are: [C:1]([C:5]1[CH:10]=[CH:9][C:8]([OH:11])=[CH:7][CH:6]=1)([CH3:4])([CH3:3])[CH3:2].[CH3:12][C:13]([CH3:18])=[CH:14][C:15](Cl)=[O:16].C(N(CC)CC)C. (3) Given the product [CH2:18]([S:17][C:12]1[CH:13]=[CH:14][CH:15]=[CH:16][C:11]=1[C:9]1[N:8]([CH3:20])[C:5]2=[N:6][CH:7]=[C:2]([C:28](=[O:29])[C:27]([F:33])([F:32])[F:26])[CH:3]=[C:4]2[N:10]=1)[CH3:19], predict the reactants needed to synthesize it. The reactants are: Br[C:2]1[CH:3]=[C:4]2[N:10]=[C:9]([C:11]3[CH:16]=[CH:15][CH:14]=[CH:13][C:12]=3[S:17][CH2:18][CH3:19])[N:8]([CH3:20])[C:5]2=[N:6][CH:7]=1.C([Li])CCC.[F:26][C:27]([F:33])([F:32])[C:28](OC)=[O:29].[Cl-].[NH4+].